From a dataset of Forward reaction prediction with 1.9M reactions from USPTO patents (1976-2016). Predict the product of the given reaction. Given the reactants COC1C=C(C(C2C=CC(OC)=C(OC)C=2)=CC(OC)=O)C=CC=1OC.[CH2:27]([C:29]1[CH:30]=[C:31]([CH:40]=[CH:41][C:42]=1[CH2:43][CH3:44])[C:32]([C:34]1[CH:39]=[CH:38][CH:37]=[CH:36][CH:35]=1)=O)[CH3:28].C(OP([CH2:53][C:54]#[N:55])(=O)OCC)C.C[Si](C)(C)[N-][Si](C)(C)C.[Li+], predict the reaction product. The product is: [CH2:27]([C:29]1[CH:30]=[C:31]([C:32]([C:34]2[CH:39]=[CH:38][CH:37]=[CH:36][CH:35]=2)=[CH:53][C:54]#[N:55])[CH:40]=[CH:41][C:42]=1[CH2:43][CH3:44])[CH3:28].